Dataset: Catalyst prediction with 721,799 reactions and 888 catalyst types from USPTO. Task: Predict which catalyst facilitates the given reaction. (1) Product: [O:29]1[C:28]2[CH:30]=[CH:31][CH:32]=[CH:33][C:27]=2[O:26][CH2:25][C@@H:24]1[C:21]1[CH:22]=[CH:23][C:18]([CH2:17][N:14]2[CH2:15][CH2:16][CH:11]([CH2:10][C:7]3[CH:6]=[CH:5][C:4]([C:3]([OH:34])=[O:2])=[CH:9][CH:8]=3)[CH2:12][CH2:13]2)=[CH:19][CH:20]=1. The catalyst class is: 15. Reactant: C[O:2][C:3](=[O:34])[C:4]1[CH:9]=[CH:8][C:7]([CH2:10][CH:11]2[CH2:16][CH2:15][N:14]([CH2:17][C:18]3[CH:23]=[CH:22][C:21]([C@@H:24]4[O:29][C:28]5[CH:30]=[CH:31][CH:32]=[CH:33][C:27]=5[O:26][CH2:25]4)=[CH:20][CH:19]=3)[CH2:13][CH2:12]2)=[CH:6][CH:5]=1.O[Li].O.CO.O. (2) Reactant: CN(CC)C.Br[C:7]1[S:8][CH:9]=[C:10]([Br:12])[CH:11]=1.[O:13]1[CH2:17][CH2:16][NH:15][C:14]1=[O:18].C(=O)([O-])[O-].[Cs+].[Cs+]. Product: [Br:12][C:10]1[CH:11]=[C:7]([N:15]2[CH2:16][CH2:17][O:13][C:14]2=[O:18])[S:8][CH:9]=1. The catalyst class is: 185. (3) Reactant: [Li+].CC([N-]C(C)C)C.C(NC(C)C)(C)C.[Li]CCCC.CN1C(=O)N(C)CCC1.[C:30]12([CH3:40])[C:37]([CH3:39])([CH3:38])[CH:34]([CH2:35][CH2:36]1)[CH2:33][C:31]2=[O:32].[C:41]([O:46][CH2:47][CH3:48])(=[O:45])[C:42]([CH3:44])=[O:43]. Product: [CH2:47]([O:46][C:41](=[O:45])[C:42]([OH:43])([CH:33]1[C:31](=[O:32])[C@@:30]2([CH3:40])[C:37]([CH3:39])([CH3:38])[C@@H:34]1[CH2:35][CH2:36]2)[CH3:44])[CH3:48]. The catalyst class is: 20. (4) Reactant: [N:1]1([C:7]2[N:16]=[C:10]3[CH:11]=[CH:12][C:13]([NH2:15])=[CH:14][N:9]3[N:8]=2)[CH2:6][CH2:5][O:4][CH2:3][CH2:2]1.[CH2:17]([O:19][C:20]([C:22]1[CH:23]=[N:24][N:25]([CH3:30])[C:26]=1[C:27](O)=[O:28])=[O:21])[CH3:18].CCCP(=O)=O.C(OCC)(=O)C.C(N(CC)C(C)C)(C)C. Product: [CH2:17]([O:19][C:20]([C:22]1[CH:23]=[N:24][N:25]([CH3:30])[C:26]=1[C:27](=[O:28])[NH:15][C:13]1[CH:12]=[CH:11][C:10]2[N:9]([N:8]=[C:7]([N:1]3[CH2:6][CH2:5][O:4][CH2:3][CH2:2]3)[N:16]=2)[CH:14]=1)=[O:21])[CH3:18]. The catalyst class is: 7. (5) Reactant: [CH2:1]([P:10](=[O:17])([O:14][CH2:15][CH3:16])[O:11][CH2:12][CH3:13])P(=O)(OCC)OCC.[H-].[Na+].[CH:20]([C:22]1[C:23]([NH:33][C:34](=[O:55])[C:35]2[CH:40]=[CH:39][C:38]([O:41][CH2:42][C:43]3[N:44]=[C:45]([C:49]4[CH:54]=[CH:53][CH:52]=[CH:51][CH:50]=4)[O:46][C:47]=3[CH3:48])=[CH:37][CH:36]=2)=[N:24][N:25]([C:27]2[CH:32]=[CH:31][CH:30]=[CH:29][CH:28]=2)[CH:26]=1)=O.O. Product: [CH3:48][C:47]1[O:46][C:45]([C:49]2[CH:50]=[CH:51][CH:52]=[CH:53][CH:54]=2)=[N:44][C:43]=1[CH2:42][O:41][C:38]1[CH:39]=[CH:40][C:35]([C:34]([NH:33][C:23]2[C:22](/[CH:20]=[CH:1]/[P:10](=[O:17])([O:11][CH2:12][CH3:13])[O:14][CH2:15][CH3:16])=[CH:26][N:25]([C:27]3[CH:28]=[CH:29][CH:30]=[CH:31][CH:32]=3)[N:24]=2)=[O:55])=[CH:36][CH:37]=1. The catalyst class is: 9. (6) Reactant: Br[C:2]1[CH:7]=[C:6](Br)[CH:5]=[C:4]([Br:9])[CH:3]=1.[C:10]1([NH:16][C:17]2[CH:29]=[CH:28][C:27]3[C:26]4[C:21](=[CH:22][CH:23]=[CH:24][CH:25]=4)[C:20]4([C:41]5[CH:40]=[CH:39][CH:38]=[CH:37][C:36]=5[C:35]5[C:30]4=[CH:31][CH:32]=[CH:33][CH:34]=5)[C:19]=3[CH:18]=2)[CH:15]=[CH:14][CH:13]=[CH:12][CH:11]=1.[CH:55]1[CH:60]=[CH:59][C:58](P([C:55]2[CH:60]=[CH:59][CH:58]=[CH:57][CH:56]=2)[C:55]2[CH:60]=[CH:59][CH:58]=[CH:57][CH:56]=2)=[CH:57][CH:56]=1.[CH3:61][C:62]([O-])([CH3:64])[CH3:63].[Na+]. Product: [CH:18]1[C:19]2[C:20]3([C:41]4[CH:40]=[CH:39][CH:38]=[CH:37][C:36]=4[C:35]4[C:30]3=[CH:31][CH:32]=[CH:33][CH:34]=4)[C:21]3[C:26](=[CH:25][CH:24]=[CH:23][CH:22]=3)[C:27]=2[CH:28]=[CH:29][C:17]=1[N:16]([C:10]1[CH:11]=[CH:12][CH:13]=[CH:14][CH:15]=1)[C:6]1[CH:5]=[C:4]([Br:9])[CH:3]=[C:2]([N:16]([C:17]2[CH:18]=[CH:19][C:63]3[C:35]4[C:30](=[CH:31][CH:32]=[CH:33][CH:34]=4)[C:64]4([C:55]5[CH:56]=[CH:57][CH:58]=[CH:59][C:60]=5[C:21]5[C:26]4=[CH:25][CH:24]=[CH:23][CH:22]=5)[C:62]=3[CH:61]=2)[C:10]2[CH:15]=[CH:14][CH:13]=[CH:12][CH:11]=2)[CH:7]=1. The catalyst class is: 187. (7) Reactant: [NH2:1][C:2]1[C:7](=[O:8])[NH:6][C:5]([C:9]2[CH:14]=[CH:13][C:12]([C:15]3([NH:19][C:20](=[O:26])[O:21][C:22]([CH3:25])([CH3:24])[CH3:23])[CH2:18][CH2:17][CH2:16]3)=[CH:11][CH:10]=2)=[C:4]([C:27]2[CH:32]=[CH:31][CH:30]=[CH:29][CH:28]=2)[CH:3]=1.CCN(C(C)C)C(C)C.Cl[CH:43]([CH3:47])[C:44](Cl)=[O:45].C(=O)(O)[O-].[Na+]. Product: [C:22]([O:21][C:20](=[O:26])[NH:19][C:15]1([C:12]2[CH:11]=[CH:10][C:9]([C:5]3[C:4]([C:27]4[CH:32]=[CH:31][CH:30]=[CH:29][CH:28]=4)=[CH:3][C:2]4[NH:1][C:44](=[O:45])[CH:43]([CH3:47])[O:8][C:7]=4[N:6]=3)=[CH:14][CH:13]=2)[CH2:18][CH2:17][CH2:16]1)([CH3:25])([CH3:24])[CH3:23]. The catalyst class is: 1. (8) Product: [N+:11]([C:2]1[C:3]2[C:7](=[N:6][O:5][N:4]=2)[C:8]([NH:19][CH2:20][CH2:21][CH2:22][CH2:23][CH2:24][C:25]([OH:27])=[O:26])=[CH:9][CH:1]=1)([O-:13])=[O:12]. The catalyst class is: 5. Reactant: [CH:1]1[CH:9]=[C:8](Cl)[C:7]2[C:3](=[N:4][O:5][N:6]=2)[C:2]=1[N+:11]([O-:13])=[O:12].C([O-])(O)=O.[Na+].[NH2:19][CH2:20][CH2:21][CH2:22][CH2:23][CH2:24][C:25]([OH:27])=[O:26].C(O)(C(F)(F)F)=O. (9) Reactant: C([O:3][C:4](=[O:17])[C:5]1[CH:10]=[C:9]([CH3:11])[N:8]=[C:7]([CH:12]2[CH2:16][CH2:15][CH2:14][CH2:13]2)[CH:6]=1)C. Product: [CH:12]1([C:7]2[CH:6]=[C:5]([CH:10]=[C:9]([CH3:11])[N:8]=2)[C:4]([OH:17])=[O:3])[CH2:13][CH2:14][CH2:15][CH2:16]1. The catalyst class is: 33.